Dataset: Full USPTO retrosynthesis dataset with 1.9M reactions from patents (1976-2016). Task: Predict the reactants needed to synthesize the given product. Given the product [Cl:3][C:4]1[C:5]([C:20]#[N:21])=[C:6]2[N:11]([C:12]=1[C:13]1[CH:14]=[N:15][CH:16]=[CH:17][CH:18]=1)[CH2:10][CH2:9][CH2:8][CH:7]2[O:19][CH3:22], predict the reactants needed to synthesize it. The reactants are: [H-].[Na+].[Cl:3][C:4]1[C:5]([C:20]#[N:21])=[C:6]2[N:11]([C:12]=1[C:13]1[CH:14]=[N:15][CH:16]=[CH:17][CH:18]=1)[CH2:10][CH2:9][CH2:8][CH:7]2[OH:19].[CH3:22]I.